This data is from Forward reaction prediction with 1.9M reactions from USPTO patents (1976-2016). The task is: Predict the product of the given reaction. (1) Given the reactants S(Cl)(Cl)=O.[CH3:5][O:6][C:7]1[CH:8]=[C:9]2[C:13](=[CH:14][CH:15]=1)[NH:12][C:11]([C:16]([OH:18])=[O:17])=[CH:10]2.[CH2:19](O)[CH3:20], predict the reaction product. The product is: [CH3:5][O:6][C:7]1[CH:8]=[C:9]2[C:13](=[CH:14][CH:15]=1)[NH:12][C:11]([C:16]([O:18][CH2:19][CH3:20])=[O:17])=[CH:10]2. (2) Given the reactants F[B-](F)(F)F.C[O+](C)C.[Br:10][C:11]1[CH:12]=[C:13]2[C:17](=[CH:18][CH:19]=1)[NH:16][N:15]=[CH:14]2.[C:20](OCC)(=O)C.[OH-].[Na+], predict the reaction product. The product is: [Br:10][C:11]1[CH:19]=[CH:18][C:17]2[C:13](=[CH:14][N:15]([CH3:20])[N:16]=2)[CH:12]=1. (3) The product is: [F:3][C:4]([F:15])([CH2:5][N:7]1[CH2:11][CH2:10][CH2:9][CH2:8]1)[CH2:12][CH:13]([OH:20])[CH3:14].[F:3][C:4]([F:15])([CH2:5][N:7]1[CH2:11][CH2:10][CH2:9][CH2:8]1)[CH2:12][CH2:13][CH2:14][OH:20]. Given the reactants N#N.[F:3][C:4]([F:15])([CH2:12][CH:13]=[CH2:14])[C:5]([N:7]1[CH2:11][CH2:10][CH2:9][CH2:8]1)=O.B.C1C[O:20]CC1, predict the reaction product. (4) Given the reactants [CH3:1][C@H:2]1[CH2:6][CH2:5][CH2:4][N:3]1[C@H:7]1[CH2:11][CH2:10][N:9]([C:12]2[CH:13]=[C:14]3[C:19](=[CH:20][CH:21]=2)[CH2:18][N:17](S(C2C=CC(C)=CC=2)(=O)=O)[CH2:16][CH2:15]3)[CH2:8]1.COCCO[AlH2-]OCCOC.[Na+].C(OCC)(=O)C.[OH-].[Na+], predict the reaction product. The product is: [CH3:1][C@H:2]1[CH2:6][CH2:5][CH2:4][N:3]1[C@H:7]1[CH2:11][CH2:10][N:9]([C:12]2[CH:13]=[C:14]3[C:19](=[CH:20][CH:21]=2)[CH2:18][NH:17][CH2:16][CH2:15]3)[CH2:8]1. (5) Given the reactants Cl.[NH2:2][OH:3].[OH-].[Na+].C[O:7][C:8](=O)[CH:9]=[CH:10][C:11]1[CH:16]=[CH:15][CH:14]=[C:13]([NH:17][C:18](=[O:27])[CH:19]=[CH:20][C:21]2[CH:26]=[CH:25][CH:24]=[CH:23][CH:22]=2)[CH:12]=1, predict the reaction product. The product is: [OH:3][NH:2][C:8](=[O:7])[CH:9]=[CH:10][C:11]1[CH:16]=[CH:15][CH:14]=[C:13]([NH:17][C:18](=[O:27])[CH:19]=[CH:20][C:21]2[CH:26]=[CH:25][CH:24]=[CH:23][CH:22]=2)[CH:12]=1. (6) Given the reactants OC1C=CC(C=O)=CC=1.C1(CCO)CC1.[C:16]1([OH:22])[CH:21]=[CH:20][CH:19]=[CH:18][CH:17]=1.O[C@@H:24]1[CH2:29][CH2:28][C@H:27]([C:30]([O:32][CH3:33])=[O:31])[CH2:26][CH2:25]1, predict the reaction product. The product is: [O:22]([C@H:24]1[CH2:29][CH2:28][C@H:27]([C:30]([O:32][CH3:33])=[O:31])[CH2:26][CH2:25]1)[C:16]1[CH:21]=[CH:20][CH:19]=[CH:18][CH:17]=1. (7) Given the reactants [F:1][C:2]([F:43])([F:42])[C:3]1[CH:4]=[C:5]([CH:35]=[C:36]([C:38]([F:41])([F:40])[F:39])[CH:37]=1)[CH2:6][N:7]1[C:11](Cl)=[C:10]([C:13]([C:15]2[C:16]([C:27]([CH3:34])([O:29][Si](C)(C)C)[CH3:28])=[N:17][O:18][C:19]=2[C:20]2[CH:25]=[CH:24][CH:23]=[CH:22][C:21]=2[Cl:26])=[O:14])[N:9]=[N:8]1.[NH:44]1[CH:48]=[CH:47][N:46]=[CH:45]1, predict the reaction product. The product is: [F:43][C:2]([F:1])([F:42])[C:3]1[CH:4]=[C:5]([CH:35]=[C:36]([C:38]([F:41])([F:39])[F:40])[CH:37]=1)[CH2:6][N:7]1[C:11]([N:44]2[CH:48]=[CH:47][N:46]=[CH:45]2)=[C:10]([C:13]([C:15]2[C:16]([C:27]([OH:29])([CH3:28])[CH3:34])=[N:17][O:18][C:19]=2[C:20]2[CH:25]=[CH:24][CH:23]=[CH:22][C:21]=2[Cl:26])=[O:14])[N:9]=[N:8]1. (8) Given the reactants C([O:8][C:9]1[CH:10]=[CH:11][C:12]2[C:13]3[N:22]([CH2:23][CH2:24][CH3:25])[C:21]([CH2:26][O:27][CH2:28][CH3:29])=[N:20][C:14]=3[C:15]([NH2:19])=[N:16][C:17]=2[CH:18]=1)C1C=CC=CC=1, predict the reaction product. The product is: [NH2:19][C:15]1[C:14]2[N:20]=[C:21]([CH2:26][O:27][CH2:28][CH3:29])[N:22]([CH2:23][CH2:24][CH3:25])[C:13]=2[C:12]2[CH:11]=[CH:10][C:9]([OH:8])=[CH:18][C:17]=2[N:16]=1.